Dataset: Reaction yield outcomes from USPTO patents with 853,638 reactions. Task: Predict the reaction yield, written as a fraction of the theoretical maximum amount of product (1.0 means a 100% yield; for example, 0.34 means a 34% yield). The reactants are [N:1]([CH2:4][CH2:5][O:6][CH3:7])=[N+:2]=[N-:3].[NH2:8][C:9]1[CH:16]=[CH:15][CH:14]=[C:13]([C:17]#[CH:18])[C:10]=1[C:11]#[N:12].O=C1O[C@H]([C@H](CO)O)C([O-])=C1O.[Na+]. The catalyst is O.C(O)(C)(C)C.O.[O-]S([O-])(=O)=O.[Cu+2]. The product is [NH2:8][C:9]1[CH:16]=[CH:15][CH:14]=[C:13]([C:17]2[N:3]=[N:2][N:1]([CH2:4][CH2:5][O:6][CH3:7])[CH:18]=2)[C:10]=1[C:11]#[N:12]. The yield is 0.880.